From a dataset of Catalyst prediction with 721,799 reactions and 888 catalyst types from USPTO. Predict which catalyst facilitates the given reaction. (1) Reactant: C(N(CC)CC)C.[Si:8]([O:15][CH2:16][C@@H:17]([C:19]1[CH:24]=[CH:23][C:22]([F:25])=[C:21]([Cl:26])[CH:20]=1)[OH:18])([C:11]([CH3:14])([CH3:13])[CH3:12])([CH3:10])[CH3:9].[CH3:27][S:28](Cl)(=[O:30])=[O:29]. Product: [CH3:27][S:28]([O:18][C@H:17]([C:19]1[CH:24]=[CH:23][C:22]([F:25])=[C:21]([Cl:26])[CH:20]=1)[CH2:16][O:15][Si:8]([C:11]([CH3:14])([CH3:13])[CH3:12])([CH3:10])[CH3:9])(=[O:30])=[O:29]. The catalyst class is: 2. (2) Reactant: [O:1]([C:18]1[CH:19]=[C:20]([CH:23]=[CH:24][C:25]=1[O:26][CH3:27])[CH:21]=O)[CH2:2][CH2:3][CH2:4][CH2:5][CH2:6][O:7][C:8]1[CH:9]=[C:10]([CH:13]=[CH:14][C:15]=1[O:16][CH3:17])[CH:11]=O.[C:28]([NH:31][NH2:32])([NH2:30])=[NH:29].[ClH:33].Cl.Cl.[NH2:36][NH:37][C:38]([NH2:40])=[NH:39]. Product: [ClH:33].[ClH:33].[C:28]([NH:31][N:32]=[CH:21][C:20]1[CH:23]=[CH:24][C:25]([O:26][CH3:27])=[C:18]([O:1][CH2:2][CH2:3][CH2:4][CH2:5][CH2:6][O:7][C:8]2[CH:9]=[C:10]([CH:13]=[CH:14][C:15]=2[O:16][CH3:17])[CH:11]=[N:36][NH:37][C:38](=[NH:39])[NH2:40])[CH:19]=1)(=[NH:30])[NH2:29]. The catalyst class is: 5. (3) Reactant: O=C1C2C(=CC=CC=2)C(=O)[N:3]1[CH2:12][C:13]1[CH:40]=[CH:39][C:16]([C:17]([NH:19][C:20]2[CH:25]=[C:24]([C:26]3[S:27][CH:28]=[CH:29][CH:30]=3)[CH:23]=[CH:22][C:21]=2[NH:31][C:32](=[O:38])[O:33][C:34]([CH3:37])([CH3:36])[CH3:35])=[O:18])=[CH:15][CH:14]=1.NN. Product: [NH2:3][CH2:12][C:13]1[CH:40]=[CH:39][C:16]([C:17]([NH:19][C:20]2[CH:25]=[C:24]([C:26]3[S:27][CH:28]=[CH:29][CH:30]=3)[CH:23]=[CH:22][C:21]=2[NH:31][C:32](=[O:38])[O:33][C:34]([CH3:35])([CH3:36])[CH3:37])=[O:18])=[CH:15][CH:14]=1. The catalyst class is: 14. (4) Reactant: [F:1][C:2]1[CH:3]=[C:4]([CH:6]=[CH:7][CH:8]=1)[NH2:5].[C:9]([O:13][CH2:14][CH3:15])(=[O:12])[CH:10]=[CH2:11]. Product: [F:1][C:2]1[CH:3]=[C:4]([NH:5][CH2:11][CH2:10][C:9]([O:13][CH2:14][CH3:15])=[O:12])[CH:6]=[CH:7][CH:8]=1. The catalyst class is: 52. (5) Reactant: [O:1]=[C:2]([CH2:8][C:9]([O:11][CH3:12])=[O:10])[CH2:3][C:4]([O:6][CH3:7])=[O:5].[CH:13](OCC)(OCC)OCC.N[C:24]([NH2:26])=O. Product: [O:1]=[C:2]1[C:8]([C:9]([O:11][CH3:12])=[O:10])=[CH:24][NH:26][CH:13]=[C:3]1[C:4]([O:6][CH3:7])=[O:5]. The catalyst class is: 113.